This data is from Forward reaction prediction with 1.9M reactions from USPTO patents (1976-2016). The task is: Predict the product of the given reaction. (1) Given the reactants [C:1]([C:5]1[CH:13]=[C:12]([Br:14])[C:11]([CH3:15])=[C:7]([C:8]([OH:10])=O)[C:6]=1[OH:16])([CH3:4])([CH3:3])[CH3:2].[F:17][C:18]([F:31])([F:30])[C:19]1[CH:25]=[CH:24][C:23]([C:26]([F:29])([F:28])[F:27])=[CH:22][C:20]=1[NH2:21], predict the reaction product. The product is: [F:17][C:18]([F:30])([F:31])[C:19]1[CH:25]=[CH:24][C:23]([C:26]([F:28])([F:29])[F:27])=[CH:22][C:20]=1[NH:21][C:8](=[O:10])[C:7]1[C:6]([OH:16])=[C:5]([C:1]([CH3:2])([CH3:3])[CH3:4])[CH:13]=[C:12]([Br:14])[C:11]=1[CH3:15]. (2) Given the reactants [CH:1]1([C:4]2[N:8]([CH3:9])[C:7]3[CH:10]=[C:11]([N:14]4[CH:19]=[CH:18][C:17]([OH:20])=[CH:16][C:15]4=[O:21])[CH:12]=[CH:13][C:6]=3[N:5]=2)[CH2:3][CH2:2]1.[S:22]1[CH:26]=[CH:25][CH:24]=[C:23]1[CH2:27]O.C(P(CCCC)CCCC)CCC.N(C(N1CCCCC1)=O)=NC(N1CCCCC1)=O, predict the reaction product. The product is: [CH:1]1([C:4]2[N:8]([CH3:9])[C:7]3[CH:10]=[C:11]([N:14]4[CH:19]=[CH:18][C:17]([O:20][CH2:27][C:23]5[S:22][CH:26]=[CH:25][CH:24]=5)=[CH:16][C:15]4=[O:21])[CH:12]=[CH:13][C:6]=3[N:5]=2)[CH2:2][CH2:3]1. (3) Given the reactants C([O:3][C:4](=[O:35])[CH2:5][C@H:6]1[O:10][B:9]([OH:11])[C:8]2[CH:12]=[C:13]([O:16][C:17]3[CH:22]=[CH:21][CH:20]=[C:19]([O:23][CH2:24][CH2:25][CH2:26][NH:27][C:28]([O:30][C:31]([CH3:34])([CH3:33])[CH3:32])=[O:29])[CH:18]=3)[CH:14]=[CH:15][C:7]1=2)C.[Li+].[OH-].Cl, predict the reaction product. The product is: [C:31]([O:30][C:28]([NH:27][CH2:26][CH2:25][CH2:24][O:23][C:19]1[CH:18]=[C:17]([CH:22]=[CH:21][CH:20]=1)[O:16][C:13]1[CH:14]=[CH:15][C:7]2[C@@H:6]([CH2:5][C:4]([OH:35])=[O:3])[O:10][B:9]([OH:11])[C:8]=2[CH:12]=1)=[O:29])([CH3:34])([CH3:32])[CH3:33]. (4) The product is: [C:9]([S:12][C:14]1[CH:19]=[CH:18][C:17]([N+:20]([O-:22])=[O:21])=[CH:16][CH:15]=1)([CH3:11])([CH3:10])[CH3:8]. Given the reactants [H-].[Na+].CN(C)C=O.[CH3:8][C:9]([SH:12])([CH3:11])[CH3:10].F[C:14]1[CH:19]=[CH:18][C:17]([N+:20]([O-:22])=[O:21])=[CH:16][CH:15]=1, predict the reaction product. (5) Given the reactants [Cl:1][C:2]1[CH:7]=[CH:6][CH:5]=[C:4]([Cl:8])[C:3]=1[C:9]1[C:17]2[O:16][CH:15]([CH2:18][NH2:19])[CH2:14][C:13]=2[CH:12]=[CH:11][CH:10]=1.C(N(C(C)C)CC)(C)C.Cl[C:30]([O:32][CH2:33][C:34]1[CH:39]=[CH:38][CH:37]=[CH:36][CH:35]=1)=[O:31].C1(C2C3OC(CNC(=O)OCC4C=CC=CC=4)CC=3C=CC=2)CCCC1, predict the reaction product. The product is: [CH2:33]([O:32][C:30](=[O:31])[NH:19][CH2:18][CH:15]1[CH2:14][C:13]2[CH:12]=[CH:11][CH:10]=[C:9]([C:3]3[C:4]([Cl:8])=[CH:5][CH:6]=[CH:7][C:2]=3[Cl:1])[C:17]=2[O:16]1)[C:34]1[CH:39]=[CH:38][CH:37]=[CH:36][CH:35]=1. (6) Given the reactants [OH:1][CH2:2][C@H:3]1[C@H:7]([C:8]2[CH:13]=[CH:12][C:11]([O:14][CH3:15])=[CH:10][CH:9]=2)[O:6][C:5](=[O:16])[NH:4]1.N1C=CN=C1.[CH3:22][C:23]([Si:26](Cl)([C:33]1[CH:38]=[CH:37][CH:36]=[CH:35][CH:34]=1)[C:27]1[CH:32]=[CH:31][CH:30]=[CH:29][CH:28]=1)([CH3:25])[CH3:24], predict the reaction product. The product is: [Si:26]([O:1][CH2:2][C@H:3]1[C@H:7]([C:8]2[CH:9]=[CH:10][C:11]([O:14][CH3:15])=[CH:12][CH:13]=2)[O:6][C:5](=[O:16])[NH:4]1)([C:23]([CH3:25])([CH3:24])[CH3:22])([C:33]1[CH:34]=[CH:35][CH:36]=[CH:37][CH:38]=1)[C:27]1[CH:32]=[CH:31][CH:30]=[CH:29][CH:28]=1.